From a dataset of Forward reaction prediction with 1.9M reactions from USPTO patents (1976-2016). Predict the product of the given reaction. (1) Given the reactants C[Al](C)C.[Cl-].[NH4+:6].[Cl:7][C:8]1[C:9]([CH3:16])=[C:10]([CH:13]=[CH:14][CH:15]=1)[C:11]#[N:12].Cl, predict the reaction product. The product is: [Cl:7][C:8]1[C:9]([CH3:16])=[C:10]([CH:13]=[CH:14][CH:15]=1)[C:11](=[NH:6])[NH2:12]. (2) Given the reactants [CH3:1][C:2]1[O:6][C:5]([C:7]2[CH:12]=[CH:11][CH:10]=[CH:9][CH:8]=2)=[N:4][C:3]=1[CH2:13][O:14][C:15]1[CH:20]=[CH:19][C:18]([S:21][C:22]2[S:23][C:24]([CH2:33][CH2:34][C:35]([O:37]C)=[O:36])=[C:25]([C:27]3[CH:32]=[CH:31][CH:30]=[CH:29][CH:28]=3)[N:26]=2)=[CH:17][CH:16]=1.O.[OH-].[Li+].O1CCCC1.Cl, predict the reaction product. The product is: [CH3:1][C:2]1[O:6][C:5]([C:7]2[CH:12]=[CH:11][CH:10]=[CH:9][CH:8]=2)=[N:4][C:3]=1[CH2:13][O:14][C:15]1[CH:16]=[CH:17][C:18]([S:21][C:22]2[S:23][C:24]([CH2:33][CH2:34][C:35]([OH:37])=[O:36])=[C:25]([C:27]3[CH:28]=[CH:29][CH:30]=[CH:31][CH:32]=3)[N:26]=2)=[CH:19][CH:20]=1. (3) Given the reactants [O:1]=[C:2]1[CH2:7][CH2:6][C:5]([C:13]([O:15][CH2:16][CH3:17])=[O:14])([C:8]([O:10][CH2:11][CH3:12])=[O:9])[CH2:4][CH2:3]1.[F:18][C:19]([F:38])([F:37])[S:20](N(C1C=CC=CC=1)[S:20]([C:19]([F:38])([F:37])[F:18])(=[O:22])=[O:21])(=[O:22])=[O:21].C[Si]([N-][Si](C)(C)C)(C)C.[K+], predict the reaction product. The product is: [F:18][C:19]([F:38])([F:37])[S:20]([O:1][C:2]1[CH2:3][CH2:4][C:5]([C:8]([O:10][CH2:11][CH3:12])=[O:9])([C:13]([O:15][CH2:16][CH3:17])=[O:14])[CH2:6][CH:7]=1)(=[O:22])=[O:21].